This data is from Full USPTO retrosynthesis dataset with 1.9M reactions from patents (1976-2016). The task is: Predict the reactants needed to synthesize the given product. (1) Given the product [I:1][C:2]1[N:7]=[N:6][C:5]([NH:8][CH2:9][CH2:10][NH:11][C:17](=[O:18])[O:16][C:12]([CH3:15])([CH3:14])[CH3:13])=[CH:4][CH:3]=1, predict the reactants needed to synthesize it. The reactants are: [I:1][C:2]1[N:7]=[N:6][C:5]([NH:8][CH2:9][CH2:10][NH2:11])=[CH:4][CH:3]=1.[C:12]([O:16][C:17](O[C:17]([O:16][C:12]([CH3:15])([CH3:14])[CH3:13])=[O:18])=[O:18])([CH3:15])([CH3:14])[CH3:13]. (2) Given the product [CH3:1][C:2]1([CH3:17])[C:10]2[C:5](=[CH:6][C:7]([N:11]3[CH2:16][CH2:15][O:14][CH2:13][CH2:12]3)=[CH:8][CH:9]=2)[N:4]([C:19]2[C:28]3[C:23](=[CH:24][CH:25]=[CH:26][C:27]=3[F:29])[N:22]=[C:21]([C:30]3[CH:35]=[CH:34][CH:33]=[CH:32][N:31]=3)[C:20]=2[CH3:36])[CH2:3]1, predict the reactants needed to synthesize it. The reactants are: [CH3:1][C:2]1([CH3:17])[C:10]2[C:5](=[CH:6][C:7]([N:11]3[CH2:16][CH2:15][O:14][CH2:13][CH2:12]3)=[CH:8][CH:9]=2)[NH:4][CH2:3]1.Cl[C:19]1[C:28]2[C:23](=[CH:24][CH:25]=[CH:26][C:27]=2[F:29])[N:22]=[C:21]([C:30]2[CH:35]=[CH:34][CH:33]=[CH:32][N:31]=2)[C:20]=1[CH3:36].[H-].[Na+]. (3) Given the product [NH2:6][C:5]1[N:16]([CH2:13][CH2:14][CH3:15])[C:17](=[O:18])[NH:19][C:2](=[O:1])[CH:3]=1, predict the reactants needed to synthesize it. The reactants are: [O-:1][CH2:2][CH3:3].[Na+].[C:5](CC(OCC)=O)#[N:6].[CH2:13]([NH:16][C:17]([NH2:19])=[O:18])[CH2:14][CH3:15]. (4) The reactants are: [Li+].C[Si]([N-][Si](C)(C)C)(C)C.[F:11][C:12]1[CH:13]=[CH:14][C:15]([NH2:18])=[N:16][CH:17]=1.F[C:20]1[CH:25]=[C:24]([F:26])[CH:23]=[CH:22][C:21]=1[N+:27]([O-:29])=[O:28].[NH4+].[Cl-]. Given the product [F:26][C:24]1[CH:23]=[CH:22][C:21]([N+:27]([O-:29])=[O:28])=[C:20]([NH:18][C:15]2[CH:14]=[CH:13][C:12]([F:11])=[CH:17][N:16]=2)[CH:25]=1, predict the reactants needed to synthesize it. (5) Given the product [F:1][C:2]1[CH:3]=[C:4]([CH:7]=[C:8]([F:11])[C:9]=1[F:10])[CH2:5][OH:6], predict the reactants needed to synthesize it. The reactants are: [F:1][C:2]1[CH:3]=[C:4]([CH:7]=[C:8]([F:11])[C:9]=1[F:10])[CH:5]=[O:6].O.[BH4-].[Na+].Cl.